From a dataset of Full USPTO retrosynthesis dataset with 1.9M reactions from patents (1976-2016). Predict the reactants needed to synthesize the given product. (1) Given the product [CH3:21][N:16]([C:12]1[CH:13]=[CH:14][CH:15]=[C:10]([C:6]2[C:5]3[N:4]([N:3]=[C:2]([NH:1][C:28]4[CH:29]=[CH:24][CH:25]=[C:26]([CH:30]5[CH2:35][CH2:34][N:33]([CH3:36])[CH2:32][CH2:31]5)[CH:27]=4)[N:22]=3)[CH:9]=[CH:8][CH:7]=2)[CH:11]=1)[S:17]([CH3:20])(=[O:19])=[O:18], predict the reactants needed to synthesize it. The reactants are: [NH2:1][C:2]1[N:22]=[C:5]2[C:6]([C:10]3[CH:11]=[C:12]([N:16]([CH3:21])[S:17]([CH3:20])(=[O:19])=[O:18])[CH:13]=[CH:14][CH:15]=3)=[CH:7][CH:8]=[CH:9][N:4]2[N:3]=1.Br[C:24]1[CH:25]=[C:26]([CH:30]2[CH2:35][CH2:34][N:33]([CH3:36])[CH2:32][CH2:31]2)[CH:27]=[CH:28][CH:29]=1.Cl.C1(P(C2CCCCC2)C2C=CC=CC=2C2C=CC=CC=2P(C2CCCCC2)C2CCCCC2)CCCCC1. (2) Given the product [S:1]1[CH:5]=[N:4][N:3]=[C:2]1[C:6]1[CH:11]=[CH:10][CH:9]=[CH:8][C:7]=1[NH:12][C:13]([C:15]1[CH:20]=[C:19]([NH:37][CH2:36][CH2:35][N:34]([CH3:38])[CH3:33])[N:18]=[C:17]([C:22]2[CH:27]=[CH:26][CH:25]=[CH:24][CH:23]=2)[N:16]=1)=[O:14], predict the reactants needed to synthesize it. The reactants are: [S:1]1[CH:5]=[N:4][N:3]=[C:2]1[C:6]1[CH:11]=[CH:10][CH:9]=[CH:8][C:7]=1[NH:12][C:13]([C:15]1[CH:20]=[C:19](Cl)[N:18]=[C:17]([C:22]2[CH:27]=[CH:26][CH:25]=[CH:24][CH:23]=2)[N:16]=1)=[O:14].C1COCC1.[CH3:33][N:34]([CH3:38])[CH2:35][CH2:36][NH2:37]. (3) Given the product [Cl:1][C:2]1[CH:10]=[C:9]2[C:5]([C:6]([C:11]([OH:13])=[O:12])=[CH:7][NH:8]2)=[CH:4][C:3]=1[C:15]1[CH:20]=[CH:19][C:18]([C:21]([CH3:25])([CH3:24])[CH2:22][OH:23])=[C:17]([O:26][CH3:27])[CH:16]=1, predict the reactants needed to synthesize it. The reactants are: [Cl:1][C:2]1[CH:10]=[C:9]2[C:5]([C:6]([C:11]([O:13]C)=[O:12])=[CH:7][NH:8]2)=[CH:4][C:3]=1[C:15]1[CH:20]=[CH:19][C:18]([C:21]([CH3:25])([CH3:24])[CH2:22][OH:23])=[C:17]([O:26][CH3:27])[CH:16]=1.[OH-].[Na+]. (4) Given the product [ClH:26].[CH3:33][N:1]([C:2]1[CH:3]=[CH:4][C:5]([S:20]([CH:23]([CH3:24])[CH3:25])(=[O:21])=[O:22])=[C:6]([C@H:8]2[CH2:12][CH2:11][CH2:10][NH:9]2)[CH:7]=1)[C:27](=[O:28])[OH:29], predict the reactants needed to synthesize it. The reactants are: [NH2:1][C:2]1[CH:3]=[CH:4][C:5]([S:20]([CH:23]([CH3:25])[CH3:24])(=[O:22])=[O:21])=[C:6]([C@H:8]2[CH2:12][CH2:11][CH2:10][N:9]2C(OC(C)(C)C)=O)[CH:7]=1.[Cl:26][C:27]([O:29]C)=[O:28].Cl.N1C=CC=C[CH:33]=1.